Dataset: Catalyst prediction with 721,799 reactions and 888 catalyst types from USPTO. Task: Predict which catalyst facilitates the given reaction. (1) Reactant: [N+:1]([C:4]1[CH:8]=[N:7][NH:6][C:5]=1[NH2:9])([O-:3])=[O:2].CN(C)[CH:12]=[CH:13][C:14]([C:16]1[CH:17]=[C:18]([N:22]([CH2:34][CH3:35])[S:23]([C:26]2[CH:31]=[CH:30][C:29]([O:32][CH3:33])=[CH:28][CH:27]=2)(=[O:25])=[O:24])[CH:19]=[CH:20][CH:21]=1)=O.C(OCC)(=O)C. Product: [CH2:34]([N:22]([C:18]1[CH:19]=[CH:20][CH:21]=[C:16]([C:14]2[N:6]3[N:7]=[CH:8][C:4]([N+:1]([O-:3])=[O:2])=[C:5]3[N:9]=[CH:12][CH:13]=2)[CH:17]=1)[S:23]([C:26]1[CH:27]=[CH:28][C:29]([O:32][CH3:33])=[CH:30][CH:31]=1)(=[O:25])=[O:24])[CH3:35]. The catalyst class is: 15. (2) Reactant: [S:1]1CC(O)S[CH2:3][CH:2]1O.[C:9]([CH2:11][C:12]([O:14][C:15]([CH3:18])([CH3:17])[CH3:16])=[O:13])#[N:10].C(N(CC)CC)C.O. Product: [C:15]([O:14][C:12]([C:11]1[CH:3]=[CH:2][S:1][C:9]=1[NH2:10])=[O:13])([CH3:18])([CH3:17])[CH3:16]. The catalyst class is: 506. (3) Reactant: CS(O[CH2:6][C@H:7]1[CH2:12][CH2:11][C@@H:10]([N:13]2[CH:17]=[C:16]([C:18]3[C:19]4[CH:26]=[CH:25][N:24]([CH2:27][O:28][CH2:29][CH2:30][Si:31]([CH3:34])([CH3:33])[CH3:32])[C:20]=4[N:21]=[CH:22][N:23]=3)[CH:15]=[N:14]2)[CH2:9][CH2:8]1)(=O)=O.[C-:35]#[N:36].[Na+]. Product: [CH3:33][Si:31]([CH3:34])([CH3:32])[CH2:30][CH2:29][O:28][CH2:27][N:24]1[C:20]2[N:21]=[CH:22][N:23]=[C:18]([C:16]3[CH:15]=[N:14][N:13]([C@@H:10]4[CH2:11][CH2:12][C@H:7]([CH2:6][C:35]#[N:36])[CH2:8][CH2:9]4)[CH:17]=3)[C:19]=2[CH:26]=[CH:25]1. The catalyst class is: 16.